From a dataset of Peptide-MHC class II binding affinity with 134,281 pairs from IEDB. Regression. Given a peptide amino acid sequence and an MHC pseudo amino acid sequence, predict their binding affinity value. This is MHC class II binding data. The MHC is H-2-IAb with pseudo-sequence H-2-IAb. The peptide sequence is SLPLFTGQASFDLAA. The binding affinity (normalized) is 0.237.